This data is from Full USPTO retrosynthesis dataset with 1.9M reactions from patents (1976-2016). The task is: Predict the reactants needed to synthesize the given product. (1) Given the product [CH3:11][C:10]([CH3:2])([CH2:12][C:17]#[C:18][CH2:19][CH3:20])[C:9]([O:14][CH2:15][CH3:16])=[O:13], predict the reactants needed to synthesize it. The reactants are: [Li+].[CH3:2]C([N-]C(C)C)C.[C:9]([O:14][CH2:15][CH3:16])(=[O:13])[CH:10]([CH3:12])[CH3:11].[CH2:17](Cl)[C:18]#[C:19][CH2:20]C.O. (2) Given the product [N:13]1([C:5]2[N:4]=[C:3]([NH2:18])[C:2]([C:26]3[S:27][CH:28]=[CH:29][N:30]=3)=[C:7]([N:8]3[CH:12]=[CH:11][CH:10]=[N:9]3)[N:6]=2)[CH:17]=[CH:16][CH:15]=[N:14]1, predict the reactants needed to synthesize it. The reactants are: Br[C:2]1[C:3]([NH2:18])=[N:4][C:5]([N:13]2[CH:17]=[CH:16][CH:15]=[N:14]2)=[N:6][C:7]=1[N:8]1[CH:12]=[CH:11][CH:10]=[N:9]1.[F-].[Cs+].C([Sn](CCCC)(CCCC)[C:26]1[S:27][CH:28]=[CH:29][N:30]=1)CCC. (3) Given the product [F:1][C:2]([F:25])([F:24])[C@H:3]1[CH2:8][CH2:7][C@H:6]([NH:9][C:10](=[O:23])[C:11]2[CH:16]=[C:15]([N+:17]([O-:19])=[O:18])[C:14]([NH:20][CH3:21])=[CH:13][C:12]=2[N:29]2[CH2:30][CH2:31][C:27]([F:32])([F:26])[CH2:28]2)[CH2:5][CH2:4]1, predict the reactants needed to synthesize it. The reactants are: [F:1][C:2]([F:25])([F:24])[C@H:3]1[CH2:8][CH2:7][C@H:6]([NH:9][C:10](=[O:23])[C:11]2[CH:16]=[C:15]([N+:17]([O-:19])=[O:18])[C:14]([NH:20][CH3:21])=[CH:13][C:12]=2Cl)[CH2:5][CH2:4]1.[F:26][C:27]1([F:32])[CH2:31][CH2:30][NH:29][CH2:28]1.Cl.CCN(C(C)C)C(C)C. (4) Given the product [Cl:7][C:6]1[C:2]([F:39])=[C:3]([C:17]([O:19][C:20]([CH3:23])([CH3:22])[CH3:21])=[O:18])[N:4]([CH2:9][O:10][CH2:11][CH2:12][Si:13]([CH3:16])([CH3:15])[CH3:14])[C:5]=1[CH3:8], predict the reactants needed to synthesize it. The reactants are: Br[C:2]1[C:6]([Cl:7])=[C:5]([CH3:8])[N:4]([CH2:9][O:10][CH2:11][CH2:12][Si:13]([CH3:16])([CH3:15])[CH3:14])[C:3]=1[C:17]([O:19][C:20]([CH3:23])([CH3:22])[CH3:21])=[O:18].[Li]CCCC.C1C=CC(S(N(S(C2C=CC=CC=2)(=O)=O)[F:39])(=O)=O)=CC=1. (5) Given the product [CH3:34][C:33]([OH:36])([CH3:35])[CH:32]([C:37]1[CH:42]=[N:41][C:40]([C:43]2[NH:47][C:12]([CH:11]([C:8]3[CH:9]=[CH:10][C:5]([S:2]([CH3:1])(=[O:4])=[O:3])=[CH:6][CH:7]=3)[CH2:16][CH:17]3[CH2:22][CH2:21][O:20][CH2:19][CH2:18]3)=[CH:13][CH:14]=2)=[CH:39][CH:38]=1)[OH:31], predict the reactants needed to synthesize it. The reactants are: [CH3:1][S:2]([C:5]1[CH:10]=[CH:9][C:8]([CH:11]([CH2:16][CH:17]2[CH2:22][CH2:21][O:20][CH2:19][CH2:18]2)[C:12](=O)[CH:13]=[CH2:14])=[CH:7][CH:6]=1)(=[O:4])=[O:3].C(O)C.O1CCCC1.[OH:31][CH:32]([C:37]1[CH:38]=[CH:39][C:40]([CH:43]=O)=[N:41][CH:42]=1)[C:33]([OH:36])([CH3:35])[CH3:34].C([N:47](CC)CC)C. (6) Given the product [C:1]([O:5][C:6]([N:8]([CH2:10][C:11]([NH:13][C:14]1[CH:19]=[CH:18][C:17]([C:20]2[CH:25]=[C:24]([N:41]3[CH2:46][CH2:45][O:44][CH2:43][CH2:42]3)[N:23]=[C:22]([N:27]3[C:31]4[CH:32]=[CH:33][CH:34]=[C:35]([O:36][CH3:37])[C:30]=4[N:29]=[C:28]3[CH:38]([F:40])[F:39])[N:21]=2)=[CH:16][CH:15]=1)=[O:12])[CH3:9])=[O:7])([CH3:4])([CH3:3])[CH3:2], predict the reactants needed to synthesize it. The reactants are: [C:1]([O:5][C:6]([N:8]([CH2:10][C:11]([NH:13][C:14]1[CH:19]=[CH:18][C:17]([C:20]2[CH:25]=[C:24](Cl)[N:23]=[C:22]([N:27]3[C:31]4[CH:32]=[CH:33][CH:34]=[C:35]([O:36][CH3:37])[C:30]=4[N:29]=[C:28]3[CH:38]([F:40])[F:39])[N:21]=2)=[CH:16][CH:15]=1)=[O:12])[CH3:9])=[O:7])([CH3:4])([CH3:3])[CH3:2].[NH:41]1[CH2:46][CH2:45][O:44][CH2:43][CH2:42]1. (7) The reactants are: [F:1][C:2]([F:15])([F:14])[S:3]([O:6]S(C(F)(F)F)(=O)=O)(=[O:5])=[O:4].O[C:17]1[CH:22]=[CH:21][C:20]([CH2:23][CH:24]([C:31]2[CH:36]=[CH:35][CH:34]=[CH:33][CH:32]=2)[CH2:25][C:26]([O:28][CH2:29][CH3:30])=[O:27])=[CH:19][CH:18]=1.N1C(C)=CC=CC=1C. Given the product [C:31]1([CH:24]([CH2:23][C:20]2[CH:21]=[CH:22][C:17]([O:6][S:3]([C:2]([F:15])([F:14])[F:1])(=[O:5])=[O:4])=[CH:18][CH:19]=2)[CH2:25][C:26]([O:28][CH2:29][CH3:30])=[O:27])[CH:32]=[CH:33][CH:34]=[CH:35][CH:36]=1, predict the reactants needed to synthesize it.